Dataset: Reaction yield outcomes from USPTO patents with 853,638 reactions. Task: Predict the reaction yield, written as a fraction of the theoretical maximum amount of product (1.0 means a 100% yield; for example, 0.34 means a 34% yield). (1) The reactants are [Br:1][C:2]1[CH:7]=[C:6]([NH2:8])[C:5]([NH2:9])=[C:4]([F:10])[CH:3]=1.Cl.[CH3:12][C:13](=O)CC(=O)C.C(=O)(O)[O-].[Na+]. The catalyst is C(O)C. The product is [Br:1][C:2]1[CH:3]=[C:4]([F:10])[C:5]2[N:9]=[C:12]([CH3:13])[NH:8][C:6]=2[CH:7]=1. The yield is 0.820. (2) The reactants are [CH:1]([NH:4][C:5]1[C:10]([NH2:11])=[CH:9][N:8]=[C:7]([NH:12][C:13]2[CH:18]=[CH:17][N:16]=[C:15]([N:19]3[CH2:24][CH2:23][CH:22]([O:25][CH3:26])[CH2:21][CH2:20]3)[N:14]=2)[CH:6]=1)([CH3:3])[CH3:2].[C:27](OC)(OC)(OC)[CH2:28][CH3:29]. The catalyst is C(O)=O. The product is [CH2:28]([C:29]1[N:4]([CH:1]([CH3:3])[CH3:2])[C:5]2[CH:6]=[C:7]([NH:12][C:13]3[CH:18]=[CH:17][N:16]=[C:15]([N:19]4[CH2:24][CH2:23][CH:22]([O:25][CH3:26])[CH2:21][CH2:20]4)[N:14]=3)[N:8]=[CH:9][C:10]=2[N:11]=1)[CH3:27]. The yield is 0.550. (3) The reactants are [Cl:1][C:2]1[CH:7]=[CH:6][CH:5]=[CH:4][C:3]=1[S:8]([NH:11][C:12]1[C:17](Cl)=[N:16][CH:15]=[CH:14][N:13]=1)(=[O:10])=[O:9].[C:19]([C:22]1[CH:27]=[CH:26][C:25](B(O)O)=[CH:24][CH:23]=1)([OH:21])=[O:20]. No catalyst specified. The product is [Cl:1][C:2]1[CH:7]=[CH:6][CH:5]=[CH:4][C:3]=1[S:8]([NH:11][C:12]1[C:17]([C:25]2[CH:26]=[CH:27][C:22]([C:19]([OH:21])=[O:20])=[CH:23][CH:24]=2)=[N:16][CH:15]=[CH:14][N:13]=1)(=[O:10])=[O:9]. The yield is 0.830. (4) The reactants are CCC[C:4]1[C:5]2[N:14]=[C:13](C3C=C(S(N4CCN(C)CC4)(=O)=O)C=CC=3OCC)[NH:12][C:10](=O)[C:6]=2[N:7](C)[N:8]=1.[OH-:34].[Na+]. No catalyst specified. The product is [N:7]1[C:6]2[CH:10]=[N:12][CH:13]=[N:14][C:5]=2[C:4](=[O:34])[N:8]=1. The yield is 0.770. (5) The reactants are [Cl:1][C:2]1[CH:3]=[CH:4][C:5]([NH:18][CH2:19][CH:20]2[CH2:25][CH2:24][NH:23][CH2:22][CH2:21]2)=[C:6]([CH:17]=1)[C:7]([NH:9][C:10]1[CH:15]=[CH:14][C:13]([CH3:16])=[CH:12][N:11]=1)=[O:8].[CH3:26][C:27]([CH2:29][CH3:30])=O.C([BH3-])#N.[Na+]. The catalyst is CO.C(O)(=O)C.O1CCCC1. The product is [Cl:1][C:2]1[CH:3]=[CH:4][C:5]([NH:18][CH2:19][CH:20]2[CH2:25][CH2:24][N:23]([CH:27]([CH2:29][CH3:30])[CH3:26])[CH2:22][CH2:21]2)=[C:6]([CH:17]=1)[C:7]([NH:9][C:10]1[CH:15]=[CH:14][C:13]([CH3:16])=[CH:12][N:11]=1)=[O:8]. The yield is 0.500. (6) The yield is 0.300. The catalyst is CO. The reactants are [NH2:1][C:2]1[C:7]([C:8]2[O:12][N:11]=[C:10]([CH2:13][C:14]3[CH:19]=[CH:18][C:17]([OH:20])=[CH:16][CH:15]=3)[CH:9]=2)=[CH:6][CH:5]=[CH:4][N:3]=1.[OH-].[Na+].[CH:23]1([CH2:26]Br)[CH2:25][CH2:24]1.[I-].[Na+]. The product is [CH:23]1([CH2:26][O:20][C:17]2[CH:18]=[CH:19][C:14]([CH2:13][C:10]3[CH:9]=[C:8]([C:7]4[C:2]([NH2:1])=[N:3][CH:4]=[CH:5][CH:6]=4)[O:12][N:11]=3)=[CH:15][CH:16]=2)[CH2:25][CH2:24]1. (7) The reactants are [CH2:1]=[C:2]([C:4]1[CH:5]=[C:6]([C:10]([NH:13][C:14]([N:16]2[CH:22]3[CH2:23][CH2:24][N:19]([CH2:20][CH2:21]3)[CH2:18][CH2:17]2)=[O:15])([CH3:12])[CH3:11])[CH:7]=[CH:8][CH:9]=1)[CH3:3]. The catalyst is [Pd]. The product is [CH3:3][CH:2]([C:4]1[CH:5]=[C:6]([C:10]([NH:13][C:14]([N:16]2[CH:22]3[CH2:21][CH2:20][N:19]([CH2:24][CH2:23]3)[CH2:18][CH2:17]2)=[O:15])([CH3:12])[CH3:11])[CH:7]=[CH:8][CH:9]=1)[CH3:1]. The yield is 0.570. (8) The reactants are [N:1]1[CH:6]=[CH:5][CH:4]=[N:3][C:2]=1[C:7]1[CH:8]=[C:9]2[C:13](=[CH:14][CH:15]=1)[C@H:12]([N:16]1[CH2:19][C:18]3([CH2:24][CH2:23][N:22](C(OC(C)(C)C)=O)[CH2:21][CH2:20]3)[CH2:17]1)[CH2:11][CH2:10]2.[ClH:32].CO. The catalyst is O1CCOCC1. The product is [ClH:32].[ClH:32].[N:1]1[CH:6]=[CH:5][CH:4]=[N:3][C:2]=1[C:7]1[CH:8]=[C:9]2[C:13](=[CH:14][CH:15]=1)[C@@H:12]([N:16]1[CH2:17][C:18]3([CH2:20][CH2:21][NH:22][CH2:23][CH2:24]3)[CH2:19]1)[CH2:11][CH2:10]2. The yield is 1.00. (9) The reactants are Cl.[F:2][C:3]1[CH:8]=[CH:7][C:6]([NH:9]N)=[CH:5][CH:4]=1.O=[C:12]1[CH2:17][CH2:16][CH:15]([NH:18][C:19](=[O:23])[CH:20]([CH3:22])[CH3:21])[CH2:14][CH2:13]1. The catalyst is Cl. The product is [F:2][C:3]1[CH:8]=[C:7]2[C:6](=[CH:5][CH:4]=1)[NH:9][C:12]1[CH2:17][CH2:16][CH:15]([NH:18][C:19](=[O:23])[CH:20]([CH3:21])[CH3:22])[CH2:14][C:13]2=1. The yield is 0.560.